This data is from Catalyst prediction with 721,799 reactions and 888 catalyst types from USPTO. The task is: Predict which catalyst facilitates the given reaction. (1) Reactant: [CH2:1]([O:3][C:4]([C:6]1[CH:14]=[C:13]2[C:9]([C:10]([C:24](O)=[O:25])=[C:11]([CH:21]([CH3:23])[CH3:22])[N:12]2[CH2:15][C:16]2[O:17][CH:18]=[CH:19][N:20]=2)=[CH:8][CH:7]=1)=[O:5])[CH3:2].C(Cl)CCl.[F:31][C:32]1[CH:33]=[C:34]([CH:37]=[CH:38][C:39]=1[F:40])[CH2:35][NH2:36]. Product: [CH2:1]([O:3][C:4]([C:6]1[CH:14]=[C:13]2[C:9]([C:10]([C:24](=[O:25])[NH:36][CH2:35][C:34]3[CH:37]=[CH:38][C:39]([F:40])=[C:32]([F:31])[CH:33]=3)=[C:11]([CH:21]([CH3:23])[CH3:22])[N:12]2[CH2:15][C:16]2[O:17][CH:18]=[CH:19][N:20]=2)=[CH:8][CH:7]=1)=[O:5])[CH3:2]. The catalyst class is: 64. (2) Reactant: [CH2:1]([N:8]1[CH2:13][CH:12]2[CH:14](Br)[CH:9]1[CH2:10][CH2:11]2)[C:2]1[CH:7]=[CH:6][CH:5]=[CH:4][CH:3]=1.[C:16]1(=[O:26])[NH:20][C:19](=[O:21])[C:18]2=[CH:22][CH:23]=[CH:24][CH:25]=[C:17]12.[K].O. Product: [CH2:1]([N:8]1[CH2:13][CH:12]2[CH:14]([N:20]3[C:16](=[O:26])[C:17]4[C:18](=[CH:22][CH:23]=[CH:24][CH:25]=4)[C:19]3=[O:21])[CH:9]1[CH2:10][CH2:11]2)[C:2]1[CH:7]=[CH:6][CH:5]=[CH:4][CH:3]=1. The catalyst class is: 9. (3) Reactant: C([O:4][C@H:5]1[C@H:10]([O:11]C(=O)C)[C@@H:9]([O:15]C(=O)C)[C@H:8]([C:19]2[CH:24]=[CH:23][C:22]([Cl:25])=[C:21]([CH2:26][C:27]3[N:28]=[N:29][C:30]([O:33][CH2:34][CH3:35])=[CH:31][CH:32]=3)[CH:20]=2)[O:7][C@H:6]1[CH2:36][O:37]C(=O)C)(=O)C.C[O-].[Na+]. Product: [Cl:25][C:22]1[CH:23]=[CH:24][C:19]([C@H:8]2[C@H:9]([OH:15])[C@@H:10]([OH:11])[C@H:5]([OH:4])[C@@H:6]([CH2:36][OH:37])[O:7]2)=[CH:20][C:21]=1[CH2:26][C:27]1[N:28]=[N:29][C:30]([O:33][CH2:34][CH3:35])=[CH:31][CH:32]=1. The catalyst class is: 5. (4) Reactant: C(OC([N:8]1[C:16]2[C:11](=[CH:12][CH:13]=[C:14]([Cl:17])[CH:15]=2)/[C:10](=[CH:18]/[C:19]2[CH:24]=[CH:23][CH:22]=[C:21]([Cl:25])[CH:20]=2)/[C:9]1=[O:26])=O)(C)(C)C.C([Si](C)(C)[O:32][C@@H:33]1[CH2:38][CH2:37][C@H:36]([O:39][C:40]2[CH:45]=[CH:44][C:43]([Cl:46])=[CH:42][C:41]=2[CH:47]=[N:48][C:49]([O:51][Si](C)(C)C)=[CH2:50])[CH2:35][CH2:34]1)(C)(C)C. Product: [Cl:17][C:14]1[CH:15]=[C:16]2[NH:8][C:9](=[O:26])[C:10]3([CH:18]([C:19]4[CH:24]=[CH:23][CH:22]=[C:21]([Cl:25])[CH:20]=4)[CH2:51][C:49](=[O:50])[NH:48][CH:47]3[C:41]3[CH:42]=[C:43]([Cl:46])[CH:44]=[CH:45][C:40]=3[O:39][C@H:36]3[CH2:35][CH2:34][C@@H:33]([OH:32])[CH2:38][CH2:37]3)[C:11]2=[CH:12][CH:13]=1. The catalyst class is: 11.